From a dataset of Catalyst prediction with 721,799 reactions and 888 catalyst types from USPTO. Predict which catalyst facilitates the given reaction. Reactant: [ClH:1].C(OC(=O)[NH:8][CH:9]1[CH2:14][CH2:13][N:12]([C:15]([N:17]2[CH2:22][CH:21]([C:23]3[CH:28]=[CH:27][C:26]([O:29][C:30]([F:33])([F:32])[F:31])=[CH:25][CH:24]=3)[CH2:20][CH:19]([C:34]3[O:38][N:37]=[C:36]([CH3:39])[N:35]=3)[CH2:18]2)=[O:16])[CH2:11][CH2:10]1)(C)(C)C. Product: [ClH:1].[NH2:8][CH:9]1[CH2:14][CH2:13][N:12]([C:15]([N:17]2[CH2:22][CH:21]([C:23]3[CH:24]=[CH:25][C:26]([O:29][C:30]([F:33])([F:31])[F:32])=[CH:27][CH:28]=3)[CH2:20][CH:19]([C:34]3[O:38][N:37]=[C:36]([CH3:39])[N:35]=3)[CH2:18]2)=[O:16])[CH2:11][CH2:10]1. The catalyst class is: 12.